From a dataset of Catalyst prediction with 721,799 reactions and 888 catalyst types from USPTO. Predict which catalyst facilitates the given reaction. (1) Reactant: [Se]=[O:2].[CH3:3][O:4][C:5]1[CH:6]=[C:7]2[C:12](=[CH:13][CH:14]=1)[N:11]=[C:10]([CH3:15])[CH:9]=[CH:8]2. Product: [CH3:3][O:4][C:5]1[CH:6]=[C:7]2[C:12](=[CH:13][CH:14]=1)[N:11]=[C:10]([CH:15]=[O:2])[CH:9]=[CH:8]2. The catalyst class is: 38. (2) Reactant: [C:1]([C:5]1[N:6]=[C:7]([NH2:10])[S:8][CH:9]=1)([CH3:4])([CH3:3])[CH3:2].[N:11]([O-])=O.[Na+].O.O.[Sn](Cl)Cl.[OH-].[Na+]. Product: [C:1]([C:5]1[N:6]=[C:7]([NH:10][NH2:11])[S:8][CH:9]=1)([CH3:4])([CH3:3])[CH3:2]. The catalyst class is: 126. (3) Reactant: C[O:2][C:3]([C:5]1[O:6][C:7]([CH2:10][C:11]([O:13]C)=[O:12])=[CH:8][CH:9]=1)=[O:4].[OH-].[Na+]. Product: [C:11]([CH2:10][C:7]1[O:6][C:5]([C:3]([OH:4])=[O:2])=[CH:9][CH:8]=1)([OH:13])=[O:12]. The catalyst class is: 5. (4) Reactant: [CH2:1]([O:3][C:4](=[O:15])[CH:5]([C:13]#[N:14])[NH:6][C:7](=O)[CH2:8][CH2:9][O:10][CH3:11])[CH3:2].COC1C=CC(P2(=S)SP(=S)(C3C=CC(OC)=CC=3)[S:25]2)=CC=1. Product: [CH2:1]([O:3][C:4]([C:5]1[N:6]=[C:7]([CH2:8][CH2:9][O:10][CH3:11])[S:25][C:13]=1[NH2:14])=[O:15])[CH3:2]. The catalyst class is: 11. (5) Reactant: [I-].[K+].[PH2](O)=O.[F:6][C:7]1[C:12]([N+:13]([O-:15])=[O:14])=[CH:11][C:10]([S:16](Cl)(=O)=O)=[C:9]([CH3:20])[CH:8]=1. Product: [S:16]([C:10]1[CH:11]=[C:12]([N+:13]([O-:15])=[O:14])[C:7]([F:6])=[CH:8][C:9]=1[CH3:20])[S:16][C:10]1[CH:11]=[C:12]([N+:13]([O-:15])=[O:14])[C:7]([F:6])=[CH:8][C:9]=1[CH3:20]. The catalyst class is: 15. (6) Reactant: [Br:1][C:2]1[CH:7]=[CH:6][C:5]([C:8]2[CH:16]=[CH:15][CH:14]=[C:13]3[C:9]=2[CH2:10][C:11](=[O:17])[NH:12]3)=[CH:4][CH:3]=1.[CH2:18]([N:20]([CH2:34][CH3:35])[CH2:21][CH2:22][NH:23][C:24]([C:26]1[NH:27][C:28]([CH:32]=O)=[C:29]([CH3:31])[CH:30]=1)=[O:25])[CH3:19]. Product: [CH2:34]([N:20]([CH2:18][CH3:19])[CH2:21][CH2:22][NH:23][C:24]([C:26]1[NH:27][C:28]([CH:32]=[C:10]2[C:9]3[C:13](=[CH:14][CH:15]=[CH:16][C:8]=3[C:5]3[CH:4]=[CH:3][C:2]([Br:1])=[CH:7][CH:6]=3)[NH:12][C:11]2=[O:17])=[C:29]([CH3:31])[CH:30]=1)=[O:25])[CH3:35]. The catalyst class is: 360.